From a dataset of CYP3A4 inhibition data for predicting drug metabolism from PubChem BioAssay. Regression/Classification. Given a drug SMILES string, predict its absorption, distribution, metabolism, or excretion properties. Task type varies by dataset: regression for continuous measurements (e.g., permeability, clearance, half-life) or binary classification for categorical outcomes (e.g., BBB penetration, CYP inhibition). Dataset: cyp3a4_veith. (1) The compound is Clc1ccccc1-c1nccc(NCc2cccs2)n1. The result is 1 (inhibitor). (2) The compound is CC(=O)OC1CCC(OC(C)=O)c2c1n([O-])c(C)c(C)[n+]2=O. The result is 0 (non-inhibitor). (3) The molecule is CC[C@H](CO)NC(=O)[C@@H]1C=C2c3cccc4c3c(cn4C)C[C@@H]2N(C)C1. The result is 0 (non-inhibitor). (4) The compound is CN(C)CCNC(=O)C(C(=O)c1ccc(F)cc1)n1ccccc1=O.Cl. The result is 0 (non-inhibitor). (5) The compound is CCC/C=C(\CCC)C(NC(=O)Cc1ccccc1)c1ccc(C(=O)OC)cc1. The result is 1 (inhibitor). (6) The molecule is CC(=O)Nc1ccc(-c2cc(C(=O)O)c3cc4ccccc4cc3n2)cc1. The result is 0 (non-inhibitor). (7) The drug is Cc1cc2c(nc1C)CCCN2C[C@@H](O)CN1CCN(C)CC1. The result is 0 (non-inhibitor).